This data is from Forward reaction prediction with 1.9M reactions from USPTO patents (1976-2016). The task is: Predict the product of the given reaction. (1) Given the reactants [CH2:1]=[CH:2][C:3]1[CH:8]=[CH:7][CH:6]=[CH:5][CH:4]=1.[C:9]([O:14][CH2:15][CH2:16][N:17]([CH3:19])[CH3:18])(=[O:13])[C:10]([CH3:12])=[CH2:11].N(C(C)(C)C#N)=NC(C)(C)C#N, predict the reaction product. The product is: [CH2:1]=[CH:2][C:3]1[CH:8]=[CH:7][CH:6]=[CH:5][CH:4]=1.[C:9]([O:14][CH2:15][CH2:16][N:17]([CH3:19])[CH3:18])(=[O:13])[C:10]([CH3:12])=[CH2:11]. (2) Given the reactants [NH2:1][C:2]1[CH:3]=[C:4]([C:8]2[C:16]([C:17]3[CH:22]=[CH:21][N:20]=[C:19]([NH:23][C:24]4[CH:29]=[CH:28][C:27]([Cl:30])=[C:26]([O:31][CH2:32][CH2:33][N:34]([CH3:41])[CH:35]5[CH2:39][CH2:38][N:37]([CH3:40])[CH2:36]5)[CH:25]=4)[N:18]=3)=[C:11]3[CH:12]=[CH:13][CH:14]=[CH:15][N:10]3[N:9]=2)[CH:5]=[CH:6][CH:7]=1.[S:42]1[CH:46]=[CH:45][CH:44]=[C:43]1[CH2:47][C:48](Cl)=[O:49], predict the reaction product. The product is: [Cl:30][C:27]1[CH:28]=[CH:29][C:24]([NH:23][C:19]2[N:18]=[C:17]([C:16]3[C:8]([C:4]4[CH:3]=[C:2]([NH:1][C:48](=[O:49])[CH2:47][C:43]5[S:42][CH:46]=[CH:45][CH:44]=5)[CH:7]=[CH:6][CH:5]=4)=[N:9][N:10]4[CH:15]=[CH:14][CH:13]=[CH:12][C:11]=34)[CH:22]=[CH:21][N:20]=2)=[CH:25][C:26]=1[O:31][CH2:32][CH2:33][N:34]([CH3:41])[CH:35]1[CH2:39][CH2:38][N:37]([CH3:40])[CH2:36]1.